Dataset: Forward reaction prediction with 1.9M reactions from USPTO patents (1976-2016). Task: Predict the product of the given reaction. (1) Given the reactants [CH2:1]([O:3][C:4](=[O:23])[CH:5]([C:7]1[N:8](C(OC(C)(C)C)=O)[C:9]2[C:14]([CH:15]=1)=[CH:13][CH:12]=[CH:11][CH:10]=2)[CH3:6])[CH3:2], predict the reaction product. The product is: [NH:8]1[C:9]2[C:14](=[CH:13][CH:12]=[CH:11][CH:10]=2)[CH:15]=[C:7]1[CH:5]([CH3:6])[C:4]([O:3][CH2:1][CH3:2])=[O:23]. (2) Given the reactants Cl[C:2]1[CH:3]=[CH:4][C:5]2[N:6]([C:8]([C:11]([F:14])([F:13])[F:12])=[N:9][N:10]=2)[N:7]=1.[F:15][C:16]1[CH:21]=[C:20]([OH:22])[CH:19]=[CH:18][C:17]=1[C:23]1([OH:29])[CH2:28][CH2:27][NH:26][CH2:25][CH2:24]1, predict the reaction product. The product is: [F:15][C:16]1[CH:21]=[C:20]([OH:22])[CH:19]=[CH:18][C:17]=1[C:23]1([OH:29])[CH2:24][CH2:25][N:26]([C:2]2[CH:3]=[CH:4][C:5]3[N:6]([C:8]([C:11]([F:14])([F:13])[F:12])=[N:9][N:10]=3)[N:7]=2)[CH2:27][CH2:28]1.